Dataset: Drug-target binding data from BindingDB using IC50 measurements. Task: Regression. Given a target protein amino acid sequence and a drug SMILES string, predict the binding affinity score between them. We predict pIC50 (pIC50 = -log10(IC50 in M); higher means more potent). Dataset: bindingdb_ic50. The small molecule is CNC(=O)Oc1cccc(OCCCCOc2cccc([N+](=O)[O-])c2)c1. The target protein sequence is MARSVRTPISPSSSSSSRSSWSSPSSSSFYSLLSSFKASLTRPSSSSSVAHHLAARNNDICRGLFATLVILLRMSALTSAMTDHLTVQTTSGPVRGRSVTVQGRDVHVFTGIPYAKPPVDDLRFRKPVPAEPWHGVLDATRLPATCVQERYEYFPGFSGEEMWNPNTNVSEDCLFMNIWAPAKARLRHGRGTNGGEHSSKTDQDHLIHSATPQNTTNGLPILIWIYGGGFMTGSATLDIYNAEIMSAVGNVIVASFQYRVGAFGFLHLSPVMPGFEEEAPGNVGLWDQALALRWLKENARAFGGNPEWMTLFGGSSGSSSVNAQLMSPVTRGLVKRGMMQSATMNAPWSHMTSEKAVEIGKALVNDCNCNASLLPENPQAVMACMRQVDAKTISVQQWNSYSGILSYPSAPTIDGAFLPADPMTLLKTADLSGYDILIGNVKDEGAYFLLYDFIDYFDKDDATSLPRDKYLEIMNNIFQKASQAEREAIIFQYTSWEGNP.... The pIC50 is 4.9.